Dataset: Forward reaction prediction with 1.9M reactions from USPTO patents (1976-2016). Task: Predict the product of the given reaction. (1) Given the reactants Br[CH2:2][CH2:3][F:4].[CH2:5]([C:7]1[C:8]([NH:27][C@@H:28]2[C:36]3[C:31](=[CH:32][CH:33]=[CH:34][CH:35]=3)[CH2:30][C@@H:29]2[OH:37])=[N:9][C:10]([CH2:25][CH3:26])=[C:11]([C:13]2[C:22]([O:23][CH3:24])=[CH:21][C:20]3[CH2:19][CH2:18][CH2:17][CH2:16][C:15]=3[CH:14]=2)[N:12]=1)[CH3:6], predict the reaction product. The product is: [CH2:5]([C:7]1[C:8]([NH:27][C@@H:28]2[C:36]3[C:31](=[CH:32][CH:33]=[CH:34][CH:35]=3)[CH2:30][C@@H:29]2[O:37][CH2:2][CH2:3][F:4])=[N:9][C:10]([CH2:25][CH3:26])=[C:11]([C:13]2[C:22]([O:23][CH3:24])=[CH:21][C:20]3[CH2:19][CH2:18][CH2:17][CH2:16][C:15]=3[CH:14]=2)[N:12]=1)[CH3:6]. (2) Given the reactants [C:1]([N:8]1[CH:12]=[CH:11]N=C1)(N1C=CN=C1)=[O:2].CC#N.O.F[C:18](F)(F)[C:19]([OH:21])=O.[O:24]1[CH2:28]C[CH2:26][CH2:25]1, predict the reaction product. The product is: [CH3:28][O:24][C:25]1[CH:26]=[CH:18][C:19]2[O:21][C:1](=[O:2])[NH:8][C:12]=2[CH:11]=1. (3) Given the reactants [Si:1]([O:8][CH:9]1[CH2:12][N:11](C(OCC2C=CC=CC=2)=O)[CH2:10]1)([C:4]([CH3:7])([CH3:6])[CH3:5])([CH3:3])[CH3:2], predict the reaction product. The product is: [Si:1]([O:8][CH:9]1[CH2:12][NH:11][CH2:10]1)([C:4]([CH3:7])([CH3:6])[CH3:5])([CH3:3])[CH3:2]. (4) Given the reactants Br[C:2]1[CH:3]=[CH:4][C:5]([OH:12])=[C:6]([CH:11]=1)[C:7]([O:9][CH3:10])=[O:8].[C:13]([Cu])#[N:14].Cl, predict the reaction product. The product is: [C:13]([C:2]1[CH:3]=[CH:4][C:5]([OH:12])=[C:6]([CH:11]=1)[C:7]([O:9][CH3:10])=[O:8])#[N:14]. (5) Given the reactants [C:1]([O:5][C:6]([N:8]1[C:16]2[C:11](=[CH:12][CH:13]=[CH:14][CH:15]=2)[C:10]([CH2:17][CH:18]([NH:20][S:21]([C:24]2[C:29]([CH3:30])=[CH:28][C:27]([CH3:31])=[CH:26][C:25]=2[CH3:32])(=[O:23])=[O:22])[CH3:19])=[CH:9]1)=[O:7])([CH3:4])([CH3:3])[CH3:2].[C:33]([O-])([O-])=O.[K+].[K+].CI, predict the reaction product. The product is: [C:1]([O:5][C:6]([N:8]1[C:16]2[C:11](=[CH:12][CH:13]=[CH:14][CH:15]=2)[C:10]([CH2:17][CH:18]([N:20]([CH3:33])[S:21]([C:24]2[C:25]([CH3:32])=[CH:26][C:27]([CH3:31])=[CH:28][C:29]=2[CH3:30])(=[O:22])=[O:23])[CH3:19])=[CH:9]1)=[O:7])([CH3:4])([CH3:3])[CH3:2].